Dataset: Full USPTO retrosynthesis dataset with 1.9M reactions from patents (1976-2016). Task: Predict the reactants needed to synthesize the given product. (1) Given the product [C:5]([OH:4])(=[O:40])/[CH:8]=[CH:33]/[C:32]([OH:35])=[O:34].[CH3:1][NH:2][CH2:10][C:11]1[CH:15]=[C:14]([C:16]2[CH:17]=[N:18][CH:19]=[CH:20][C:21]=2[CH3:22])[N:13]([S:23]([C:26]2[CH:27]=[N:28][CH:29]=[CH:30][CH:31]=2)(=[O:24])=[O:25])[CH:12]=1, predict the reactants needed to synthesize it. The reactants are: [CH3:1][N:2]([CH2:10][C:11]1[CH:15]=[C:14]([C:16]2[CH:17]=[N:18][CH:19]=[CH:20][C:21]=2[CH3:22])[N:13]([S:23]([C:26]2[CH:27]=[N:28][CH:29]=[CH:30][CH:31]=2)(=[O:25])=[O:24])[CH:12]=1)C(=O)[O:4][C:5]([CH3:8])(C)C.[C:32]([O:35]CC)(=[O:34])[CH3:33].Cl.C[OH:40]. (2) Given the product [Br:28][CH:17]([C:7]1[N:6]([CH2:5][C:4]2[CH:20]=[CH:21][CH:22]=[C:2]([F:1])[CH:3]=2)[C:11](=[O:12])[C:10]2[C:13]([CH3:16])=[N:14][S:15][C:9]=2[N:8]=1)[CH2:18][CH3:19], predict the reactants needed to synthesize it. The reactants are: [F:1][C:2]1[CH:3]=[C:4]([CH:20]=[CH:21][CH:22]=1)[CH2:5][N:6]1[C:11](=[O:12])[C:10]2[C:13]([CH3:16])=[N:14][S:15][C:9]=2[N:8]=[C:7]1[CH2:17][CH2:18][CH3:19].C([O-])(=O)C.[Na+].[Br:28]Br. (3) Given the product [CH3:1][O:2][CH2:3][C@@H:4]([NH:6][C:7]([C:9]1[C:17]2[C:12](=[N:13][CH:14]=[C:15]([C:18]3[C:26]4[C:21](=[CH:22][C:23]([Cl:28])=[CH:24][C:25]=4[F:27])[N:20]([CH3:29])[N:19]=3)[N:16]=2)[NH:11][CH:10]=1)=[O:8])[CH3:5], predict the reactants needed to synthesize it. The reactants are: [CH3:1][O:2][CH2:3][C@@H:4]([NH:6][C:7]([C:9]1[C:17]2[C:12](=[N:13][CH:14]=[C:15]([C:18]3[C:26]4[C:21](=[CH:22][C:23]([Cl:28])=[CH:24][C:25]=4[F:27])[N:20]([CH3:29])[N:19]=3)[N:16]=2)[N:11](COCC[Si](C)(C)C)[CH:10]=1)=[O:8])[CH3:5].C(O)(C(F)(F)F)=O.C(N)CN. (4) The reactants are: [CH:1]1([CH:7]([C:9]2[O:10][C:11]3[CH:18]=[CH:17][C:16]([CH3:19])=[CH:15][C:12]=3[C:13]=2[CH3:14])O)[CH2:6][CH2:5][CH2:4][CH2:3][CH2:2]1.S(Cl)([Cl:22])=O.C(=O)([O-])O.[Na+]. Given the product [Cl:22][CH:7]([CH:1]1[CH2:6][CH2:5][CH2:4][CH2:3][CH2:2]1)[C:9]1[O:10][C:11]2[CH:18]=[CH:17][C:16]([CH3:19])=[CH:15][C:12]=2[C:13]=1[CH3:14], predict the reactants needed to synthesize it.